Dataset: NCI-60 drug combinations with 297,098 pairs across 59 cell lines. Task: Regression. Given two drug SMILES strings and cell line genomic features, predict the synergy score measuring deviation from expected non-interaction effect. (1) Drug 1: CC12CCC3C(C1CCC2OP(=O)(O)O)CCC4=C3C=CC(=C4)OC(=O)N(CCCl)CCCl.[Na+]. Cell line: RPMI-8226. Drug 2: CC1C(C(CC(O1)OC2CC(CC3=C2C(=C4C(=C3O)C(=O)C5=C(C4=O)C(=CC=C5)OC)O)(C(=O)CO)O)N)O.Cl. Synergy scores: CSS=46.7, Synergy_ZIP=1.22, Synergy_Bliss=3.99, Synergy_Loewe=-18.2, Synergy_HSA=5.11. (2) Drug 1: C1=NC2=C(N=C(N=C2N1C3C(C(C(O3)CO)O)F)Cl)N. Drug 2: C1CNP(=O)(OC1)N(CCCl)CCCl. Cell line: HCC-2998. Synergy scores: CSS=15.3, Synergy_ZIP=-3.61, Synergy_Bliss=-0.886, Synergy_Loewe=-20.2, Synergy_HSA=-0.277. (3) Drug 1: C1CCN(CC1)CCOC2=CC=C(C=C2)C(=O)C3=C(SC4=C3C=CC(=C4)O)C5=CC=C(C=C5)O. Drug 2: C1CC(=O)NC(=O)C1N2C(=O)C3=CC=CC=C3C2=O. Cell line: M14. Synergy scores: CSS=2.38, Synergy_ZIP=-0.170, Synergy_Bliss=3.31, Synergy_Loewe=0.178, Synergy_HSA=0.304. (4) Drug 2: CNC(=O)C1=NC=CC(=C1)OC2=CC=C(C=C2)NC(=O)NC3=CC(=C(C=C3)Cl)C(F)(F)F. Synergy scores: CSS=2.13, Synergy_ZIP=-8.02, Synergy_Bliss=-16.5, Synergy_Loewe=-18.1, Synergy_HSA=-17.7. Cell line: IGROV1. Drug 1: CNC(=O)C1=CC=CC=C1SC2=CC3=C(C=C2)C(=NN3)C=CC4=CC=CC=N4.